From a dataset of Full USPTO retrosynthesis dataset with 1.9M reactions from patents (1976-2016). Predict the reactants needed to synthesize the given product. (1) Given the product [OH:1][C:2]1([C:9]2[CH:18]=[CH:17][C:12]3[N:13]=[CH:14][N:15]([CH3:16])[C:11]=3[CH:10]=2)[CH2:7][CH2:6][CH:5]([N:19]2[CH2:22][CH:21]([NH:23][C:24]([CH2:26][NH:27][C:28](=[O:39])[C:29]3[CH:34]=[CH:33][CH:32]=[C:31]([C:35]([F:38])([F:36])[F:37])[CH:30]=3)=[O:25])[CH2:20]2)[CH2:4][CH2:3]1, predict the reactants needed to synthesize it. The reactants are: [OH:1][C:2]1([C:9]2[CH:18]=[CH:17][C:12]3[N:13]=[CH:14][N:15]([CH3:16])[C:11]=3[CH:10]=2)[CH2:7][CH2:6][C:5](=O)[CH2:4][CH2:3]1.[NH:19]1[CH2:22][CH:21]([NH:23][C:24]([CH2:26][NH:27][C:28](=[O:39])[C:29]2[CH:34]=[CH:33][CH:32]=[C:31]([C:35]([F:38])([F:37])[F:36])[CH:30]=2)=[O:25])[CH2:20]1. (2) Given the product [Br:7][C:8]1[N:9]([CH2:18][C:19]#[C:20][CH3:21])[C:10]2[C:15](=[O:16])[N:14]([CH2:23][C:24]3[N:33]=[C:32]([CH3:34])[C:31]4[C:26](=[CH:27][CH:28]=[CH:29][CH:30]=4)[N:25]=3)[N:13]=[CH:12][C:11]=2[N:17]=1, predict the reactants needed to synthesize it. The reactants are: C(=O)([O-])[O-].[Cs+].[Cs+].[Br:7][C:8]1[N:9]([CH2:18][C:19]#[C:20][CH3:21])[C:10]2[C:15](=[O:16])[NH:14][N:13]=[CH:12][C:11]=2[N:17]=1.Cl[CH2:23][C:24]1[N:33]=[C:32]([CH3:34])[C:31]2[C:26](=[CH:27][CH:28]=[CH:29][CH:30]=2)[N:25]=1. (3) Given the product [CH:17]1([C:11]([OH:16])([C@H:10]([F:18])[CH2:9][N:8]([CH2:1][C:2]2[CH:7]=[CH:6][CH:5]=[CH:4][CH:3]=2)[CH2:19][C:20]2[CH:21]=[CH:22][CH:23]=[CH:24][CH:25]=2)[C:12]([F:15])([F:13])[F:14])[CH2:27][CH2:26]1, predict the reactants needed to synthesize it. The reactants are: [CH2:1]([N:8]([CH2:19][C:20]1[CH:25]=[CH:24][CH:23]=[CH:22][CH:21]=1)[CH2:9][CH:10]([F:18])[C@@:11]([CH3:17])([OH:16])[C:12]([F:15])([F:14])[F:13])[C:2]1[CH:7]=[CH:6][CH:5]=[CH:4][CH:3]=1.[CH:26]1(C(=O)[C@H](F)CN(CC2C=CC=CC=2)CC2C=CC=CC=2)C[CH2:27]1.